From a dataset of Forward reaction prediction with 1.9M reactions from USPTO patents (1976-2016). Predict the product of the given reaction. (1) Given the reactants [C:1]([C:3]1[CH:25]=[CH:24][CH:23]=[C:22]([CH:26]2[CH2:28][CH2:27]2)[C:4]=1[CH2:5][N:6]1[C:14]2[C:9](=[CH:10][CH:11]=[C:12]([C:15]([F:20])([F:19])[C:16]([OH:18])=[O:17])[CH:13]=2)[C:8]([CH3:21])=[N:7]1)#[N:2].[OH-].[K+:30], predict the reaction product. The product is: [C:1]([C:3]1[CH:25]=[CH:24][CH:23]=[C:22]([CH:26]2[CH2:28][CH2:27]2)[C:4]=1[CH2:5][N:6]1[C:14]2[C:9](=[CH:10][CH:11]=[C:12]([C:15]([F:19])([F:20])[C:16]([O-:18])=[O:17])[CH:13]=2)[C:8]([CH3:21])=[N:7]1)#[N:2].[K+:30]. (2) Given the reactants [CH2:1]([O:3][C:4]([C:6]1[CH:7]([C:25]2[CH:30]=[CH:29][CH:28]=[CH:27][CH:26]=2)[C:8]2[C:13](Cl)=[N:12][C:11](=[O:15])[N:10]([C:16]3[CH:21]=[CH:20][CH:19]=[CH:18][CH:17]=3)[C:9]=2[NH:22][C:23]=1[CH3:24])=[O:5])[CH3:2].[C:31]([NH:41][NH2:42])(=[O:40])[C:32]1[CH:37]=[CH:36][CH:35]=[C:34]([O:38][CH3:39])[CH:33]=1.C(N(CC)CC)C, predict the reaction product. The product is: [CH2:1]([O:3][C:4]([C:6]1[CH:7]([C:25]2[CH:30]=[CH:29][CH:28]=[CH:27][CH:26]=2)[C:8]2[C:13]([N:41]([C:31](=[O:40])[C:32]3[CH:37]=[CH:36][CH:35]=[C:34]([O:38][CH3:39])[CH:33]=3)[NH2:42])=[N:12][C:11](=[O:15])[N:10]([C:16]3[CH:21]=[CH:20][CH:19]=[CH:18][CH:17]=3)[C:9]=2[NH:22][C:23]=1[CH3:24])=[O:5])[CH3:2].